From a dataset of Forward reaction prediction with 1.9M reactions from USPTO patents (1976-2016). Predict the product of the given reaction. (1) Given the reactants [Cl:1][C:2]1[CH:7]=[CH:6][C:5]([S:8]([N:11]2[CH2:16][CH2:15][CH2:14][CH2:13][CH2:12]2)(=[O:10])=[O:9])=[CH:4][C:3]=1[CH2:17]O.C(Br)(Br)(Br)[Br:20].C1(P(C2C=CC=CC=2)C2C=CC=CC=2)C=CC=CC=1, predict the reaction product. The product is: [Br:20][CH2:17][C:3]1[CH:4]=[C:5]([S:8]([N:11]2[CH2:16][CH2:15][CH2:14][CH2:13][CH2:12]2)(=[O:10])=[O:9])[CH:6]=[CH:7][C:2]=1[Cl:1]. (2) The product is: [C:18]([O:25][CH2:26][CH:27]([CH2:32][CH3:33])[CH2:28][CH2:29][CH2:30][CH3:31])(=[O:24])/[CH:19]=[CH:20]\[C:21]([O:8][CH:3]([C:4]([F:7])([F:6])[F:5])[C:2]([F:10])([F:9])[F:1])=[O:22]. Given the reactants [F:1][C:2]([F:10])([F:9])[CH:3]([OH:8])[C:4]([F:7])([F:6])[F:5].N1C=CC=CC=1.[Cl-].[C:18]([O:25][CH2:26][CH:27]([CH2:32][CH3:33])[CH2:28][CH2:29][CH2:30][CH3:31])(=[O:24])/[CH:19]=[CH:20]\[C:21]([O-])=[O:22].C(OCC)(=O)C, predict the reaction product. (3) Given the reactants [Br:1][C:2]1[C:10]([CH3:11])=[CH:9][CH:8]=[CH:7][C:3]=1[C:4]([NH2:6])=O.N1C(Cl)=NC(Cl)=NC=1Cl, predict the reaction product. The product is: [Br:1][C:2]1[C:10]([CH3:11])=[CH:9][CH:8]=[CH:7][C:3]=1[C:4]#[N:6]. (4) Given the reactants [NH2:1][C:2]1[CH:7]=[CH:6][CH:5]=[CH:4][C:3]=1[C:8](=[O:24])[CH2:9][CH2:10][CH:11]1[CH2:16][CH2:15][N:14]([C:17]([O:19][C:20]([CH3:23])([CH3:22])[CH3:21])=[O:18])[CH2:13][CH2:12]1.O=[CH:26][CH2:27][CH2:28][NH:29][C:30](=[O:39])[O:31][CH2:32][C:33]1[CH:38]=[CH:37][CH:36]=[CH:35][CH:34]=1.C(O[BH-](OC(=O)C)OC(=O)C)(=O)C.[Na+], predict the reaction product. The product is: [CH2:32]([O:31][C:30]([NH:29][CH2:28][CH2:27][CH2:26][NH:1][C:2]1[CH:7]=[CH:6][CH:5]=[CH:4][C:3]=1[C:8](=[O:24])[CH2:9][CH2:10][CH:11]1[CH2:12][CH2:13][N:14]([C:17]([O:19][C:20]([CH3:21])([CH3:23])[CH3:22])=[O:18])[CH2:15][CH2:16]1)=[O:39])[C:33]1[CH:38]=[CH:37][CH:36]=[CH:35][CH:34]=1. (5) The product is: [F:23][C:24]1[CH:25]=[C:26]([C@@H:31]([C:35]2[CH:40]=[CH:39][C:38]([S:41]([CH3:44])(=[O:43])=[O:42])=[CH:37][CH:36]=2)[CH2:32][CH:33]=[O:34])[CH:27]=[C:28]([F:30])[CH:29]=1. Given the reactants CC(OI1(OC(C)=O)(OC(C)=O)OC(=O)C2C=CC=CC1=2)=O.[F:23][C:24]1[CH:25]=[C:26]([C@@H:31]([C:35]2[CH:40]=[CH:39][C:38]([S:41]([CH3:44])(=[O:43])=[O:42])=[CH:37][CH:36]=2)[CH2:32][CH2:33][OH:34])[CH:27]=[C:28]([F:30])[CH:29]=1, predict the reaction product. (6) Given the reactants [OH:1][CH2:2][C:3]1[CH:14]=[CH:13][C:6]2[C:7]([CH3:12])=[C:8]([C:10]#[N:11])[O:9][C:5]=2[CH:4]=1.C([O-])(O)=O.[Na+].CC(OI1(OC(C)=O)(OC(C)=O)OC(=O)C2C=CC=CC1=2)=O, predict the reaction product. The product is: [CH:2]([C:3]1[CH:14]=[CH:13][C:6]2[C:7]([CH3:12])=[C:8]([C:10]#[N:11])[O:9][C:5]=2[CH:4]=1)=[O:1].